This data is from NCI-60 drug combinations with 297,098 pairs across 59 cell lines. The task is: Regression. Given two drug SMILES strings and cell line genomic features, predict the synergy score measuring deviation from expected non-interaction effect. (1) Drug 1: COC1=NC(=NC2=C1N=CN2C3C(C(C(O3)CO)O)O)N. Drug 2: CC=C1C(=O)NC(C(=O)OC2CC(=O)NC(C(=O)NC(CSSCCC=C2)C(=O)N1)C(C)C)C(C)C. Cell line: SK-MEL-5. Synergy scores: CSS=60.4, Synergy_ZIP=-0.0697, Synergy_Bliss=-3.59, Synergy_Loewe=-69.3, Synergy_HSA=-5.62. (2) Drug 1: C1=C(C(=O)NC(=O)N1)F. Drug 2: CC(C1=C(C=CC(=C1Cl)F)Cl)OC2=C(N=CC(=C2)C3=CN(N=C3)C4CCNCC4)N. Cell line: MDA-MB-231. Synergy scores: CSS=10.6, Synergy_ZIP=-8.61, Synergy_Bliss=-5.98, Synergy_Loewe=-3.87, Synergy_HSA=-3.58. (3) Drug 1: COC1=C(C=C2C(=C1)N=CN=C2NC3=CC(=C(C=C3)F)Cl)OCCCN4CCOCC4. Drug 2: C1=C(C(=O)NC(=O)N1)F. Cell line: OVCAR-5. Synergy scores: CSS=61.9, Synergy_ZIP=1.08, Synergy_Bliss=-0.368, Synergy_Loewe=-2.29, Synergy_HSA=6.39. (4) Synergy scores: CSS=2.34, Synergy_ZIP=-3.42, Synergy_Bliss=-7.82, Synergy_Loewe=-5.98, Synergy_HSA=-8.38. Drug 1: CCCS(=O)(=O)NC1=C(C(=C(C=C1)F)C(=O)C2=CNC3=C2C=C(C=N3)C4=CC=C(C=C4)Cl)F. Cell line: SK-OV-3. Drug 2: CC1=C(C(CCC1)(C)C)C=CC(=CC=CC(=CC(=O)O)C)C. (5) Drug 1: C1=CC(=CC=C1CCC2=CNC3=C2C(=O)NC(=N3)N)C(=O)NC(CCC(=O)O)C(=O)O. Drug 2: CCC1(CC2CC(C3=C(CCN(C2)C1)C4=CC=CC=C4N3)(C5=C(C=C6C(=C5)C78CCN9C7C(C=CC9)(C(C(C8N6C=O)(C(=O)OC)O)OC(=O)C)CC)OC)C(=O)OC)O.OS(=O)(=O)O. Cell line: MALME-3M. Synergy scores: CSS=21.8, Synergy_ZIP=-4.88, Synergy_Bliss=2.91, Synergy_Loewe=1.37, Synergy_HSA=1.60. (6) Drug 1: CS(=O)(=O)OCCCCOS(=O)(=O)C. Drug 2: CC(C)(C#N)C1=CC(=CC(=C1)CN2C=NC=N2)C(C)(C)C#N. Cell line: RXF 393. Synergy scores: CSS=-1.16, Synergy_ZIP=0.881, Synergy_Bliss=0.951, Synergy_Loewe=-1.36, Synergy_HSA=-1.60. (7) Drug 1: CC1=C2C(C(=O)C3(C(CC4C(C3C(C(C2(C)C)(CC1OC(=O)C(C(C5=CC=CC=C5)NC(=O)OC(C)(C)C)O)O)OC(=O)C6=CC=CC=C6)(CO4)OC(=O)C)OC)C)OC. Drug 2: C1=NC2=C(N1)C(=S)N=CN2. Cell line: NCIH23. Synergy scores: CSS=24.8, Synergy_ZIP=-11.5, Synergy_Bliss=-18.0, Synergy_Loewe=-27.4, Synergy_HSA=-14.5.